The task is: Predict the reactants needed to synthesize the given product.. This data is from Full USPTO retrosynthesis dataset with 1.9M reactions from patents (1976-2016). (1) Given the product [CH3:1][O:2][CH2:3][O:4][C:5]1[C:6](=[O:18])[CH:7]=[C:8]([CH3:11])[NH:9][CH:10]=1, predict the reactants needed to synthesize it. The reactants are: [CH3:1][O:2][CH2:3][O:4][C:5]1[C:6](B(O)O)=[CH:7][C:8]([CH3:11])=[N:9][CH:10]=1.OO.S(OOS([O-])(=O)=O)([O-])(=O)=[O:18].[Na+].[Na+]. (2) Given the product [CH3:29][C:28]1[CH:27]=[C:26]([CH3:30])[NH:25][C:24](=[O:31])[C:23]=1[CH2:22][NH:21][C:19](=[O:20])[C:18]1[CH:32]=[C:33]([C:35]([F:36])([F:37])[F:38])[CH:34]=[C:16]([N:15]([CH:11]2[CH2:12][C@@H:13]([CH3:14])[NH:8][C@H:9]([CH3:42])[CH2:10]2)[CH2:40][CH3:41])[C:17]=1[CH3:39], predict the reactants needed to synthesize it. The reactants are: C([N:8]1[C@H:13]([CH3:14])[CH2:12][CH:11]([N:15]([CH2:40][CH3:41])[C:16]2[C:17]([CH3:39])=[C:18]([CH:32]=[C:33]([C:35]([F:38])([F:37])[F:36])[CH:34]=2)[C:19]([NH:21][CH2:22][C:23]2[C:24](=[O:31])[NH:25][C:26]([CH3:30])=[CH:27][C:28]=2[CH3:29])=[O:20])[CH2:10][C@H:9]1[CH3:42])C1C=CC=CC=1. (3) Given the product [Br:1][C:2]1[CH:3]=[CH:4][C:5]2[C:6]3[N:32]=[C:13]([C@@H:15]4[CH2:19][CH2:18][CH2:17][N:16]4[C:20]([O:22][C:23]([CH3:26])([CH3:25])[CH3:24])=[O:21])[NH:12][C:7]=3[CH2:8][O:9][C:10]=2[CH:11]=1, predict the reactants needed to synthesize it. The reactants are: [Br:1][C:2]1[CH:11]=[C:10]2[C:5]([C:6](=O)[CH:7]([NH:12][C:13]([C@@H:15]3[CH2:19][CH2:18][CH2:17][N:16]3[C:20]([O:22][C:23]([CH3:26])([CH3:25])[CH3:24])=[O:21])=O)[CH2:8][O:9]2)=[CH:4][CH:3]=1.C([O-])(=O)C.[NH4+:32]. (4) Given the product [CH3:1][O:2][C:3]([C@H:5]1[N:9]2[C:10](=[O:31])[C:11]([NH2:28])=[C:12]([CH2:17][C:18]3[C:27]4[C:22](=[CH:23][CH:24]=[CH:25][CH:26]=4)[CH:21]=[CH:20][CH:19]=3)[C:13]([CH:14]3[CH2:16][CH2:15]3)=[C:8]2[S:7][CH2:6]1)=[O:4], predict the reactants needed to synthesize it. The reactants are: [CH3:1][O:2][C:3]([C@H:5]1[N:9]2[C:10](=[O:31])[C:11]([N+:28]([O-])=O)=[C:12]([CH2:17][C:18]3[C:27]4[C:22](=[CH:23][CH:24]=[CH:25][CH:26]=4)[CH:21]=[CH:20][CH:19]=3)[C:13]([CH:14]3[CH2:16][CH2:15]3)=[C:8]2[S:7][CH2:6]1)=[O:4]. (5) Given the product [Cl:7][C:8]1[CH:13]=[CH:12][C:11]([C:14]2[N:15]([CH2:20][C:21]3[CH:26]=[CH:25][C:24]([O:27][CH3:28])=[CH:23][CH:22]=3)[C:16](=[O:19])[N:17]([CH2:30][C:31]([O:33][CH2:34][CH3:35])=[O:32])[N:18]=2)=[CH:10][CH:9]=1, predict the reactants needed to synthesize it. The reactants are: C(=O)([O-])[O-].[K+].[K+].[Cl:7][C:8]1[CH:13]=[CH:12][C:11]([C:14]2[N:15]([CH2:20][C:21]3[CH:26]=[CH:25][C:24]([O:27][CH3:28])=[CH:23][CH:22]=3)[C:16](=[O:19])[NH:17][N:18]=2)=[CH:10][CH:9]=1.Cl[CH2:30][C:31]([O:33][CH2:34][CH3:35])=[O:32].